Dataset: Experimentally validated miRNA-target interactions with 360,000+ pairs, plus equal number of negative samples. Task: Binary Classification. Given a miRNA mature sequence and a target amino acid sequence, predict their likelihood of interaction. (1) The miRNA is mmu-miR-1197-3p with sequence UAGGACACAUGGUCUACUUCU. The protein sequence of the target gene is MESYDVIANQPVVIDNGSGVIKAGFAGDQIPKYCFPNYVGRPKHVRVMAGALEGDIFIGPKAEEHRGLLSIRYPMEHGIVKDWNDMERIWQYVYSKDQLQTFSEEHPVLLTEAPLNPRKNRERAAEVFFETFNVPALFISMQAVLSLYATGRTTGVVLDSGDGVTHAVPIYEGFAMPHSIMRIDIAGRDVSRFLRLYLRKEGYDFHSSSEFEIVKAIKERACYLSINPQKDETLETEKAQYYLPDGSTIEIGPSRFRAPELLFRPDLIGEESEGIHEVLVFAIQKSDMDLRRTLFSNIVL.... Result: 0 (no interaction). (2) The miRNA is hsa-miR-5588-5p with sequence ACUGGCAUUAGUGGGACUUUU. The protein sequence of the target gene is MYRSTKGASKARRDQINAEIRNLKELLPLAEADKVRLSYLHIMSLACIYTRKGVFFAGGTPLAGPTGLLSAQELEDIVAALPGFLLVFTAEGKLLYLSESVSEHLGHSMVDLVAQGDSIYDIIDPADHLTVRQQLTMPSALDADRLFRCRFNTSKSLRRQSSGNKLVLIRGRFHAHPPGAYWAGNPVFTAFCAPLEPRPRPGPGPGPGPGPASLFLAMFQSRHAKDLALLDVSESVLIYLGFERSELLCKSWYGLLHPEDLAQASSQHYRLLAESGDIQAEMVVRLQAKHGGWTWIYCML.... Result: 0 (no interaction). (3) Result: 1 (interaction). The protein sequence of the target gene is MWPPCGTLRTLALARSRGARACSGDGGVSYTQGQSPEPRTREYFYYVDHQGQLFLDDSKMKNFITCFKDPQFLVTFFSRLRPNRSGRYEAAFPFLSPCGRERNFLRCEDRPVVFTHLLTADHGPPRLSYCGGGEALAVPFEPARLLPLAANGRLYHPAPERAGGVGLVRSALAFELSACFEYGPGAPALPSHVRWQGRRLALTMDLAPLLLAARSP. The miRNA is hsa-miR-501-5p with sequence AAUCCUUUGUCCCUGGGUGAGA.